This data is from Reaction yield outcomes from USPTO patents with 853,638 reactions. The task is: Predict the reaction yield, written as a fraction of the theoretical maximum amount of product (1.0 means a 100% yield; for example, 0.34 means a 34% yield). (1) The reactants are [F:1][C:2]1[CH:7]=[C:6]([F:8])[CH:5]=[C:4]([F:9])[C:3]=1/[CH:10]=[CH:11]/[C:12]([O:14][CH2:15][CH3:16])=[O:13].C(O)=O. The catalyst is C(OCC)(=O)C.[Pd]. The product is [F:1][C:2]1[CH:7]=[C:6]([F:8])[CH:5]=[C:4]([F:9])[C:3]=1[CH2:10][CH2:11][C:12]([O:14][CH2:15][CH3:16])=[O:13]. The yield is 0.890. (2) The reactants are [C:1]([NH:5][C:6]([C:8]1[C:16]2[C:11](=[N:12][CH:13]=[C:14]([C:17]3[N:18]=[CH:19][N:20]4[CH:25]=[C:24]([F:26])[CH:23]=[CH:22][C:21]=34)[N:15]=2)[N:10](COCC[Si](C)(C)C)[CH:9]=1)=[O:7])([CH3:4])([CH3:3])[CH3:2].FC(F)(F)C(O)=O. The catalyst is ClCCl. The product is [C:1]([NH:5][C:6]([C:8]1[C:16]2[C:11](=[N:12][CH:13]=[C:14]([C:17]3[N:18]=[CH:19][N:20]4[CH:25]=[C:24]([F:26])[CH:23]=[CH:22][C:21]=34)[N:15]=2)[NH:10][CH:9]=1)=[O:7])([CH3:4])([CH3:2])[CH3:3]. The yield is 0.920.